Dataset: Catalyst prediction with 721,799 reactions and 888 catalyst types from USPTO. Task: Predict which catalyst facilitates the given reaction. (1) Reactant: [C:1]([C:3]1[CH:4]=[C:5]([NH:9][C:10]2[C:19]3[C:14](=[CH:15][C:16](F)=[C:17]([N+:20]([O-:22])=[O:21])[CH:18]=3)[N:13]=[CH:12][N:11]=2)[CH:6]=[CH:7][CH:8]=1)#[CH:2].[CH3:24][CH2:25][O-:26].[Na+].O.Cl. Product: [CH2:25]([O:26][C:16]1[CH:15]=[C:14]2[C:19]([C:10]([NH:9][C:5]3[CH:6]=[CH:7][CH:8]=[C:3]([C:1]#[CH:2])[CH:4]=3)=[N:11][CH:12]=[N:13]2)=[CH:18][C:17]=1[N+:20]([O-:22])=[O:21])[CH3:24]. The catalyst class is: 14. (2) Reactant: I[C:2]1[N:6]2[N:7]=[C:8]([C:11]3[CH:21]=[CH:20][C:14]([C:15]([O:17][CH2:18][CH3:19])=[O:16])=[CH:13][CH:12]=3)[CH:9]=[CH:10][C:5]2=[N:4][CH:3]=1.[C:22]([Si:24]([CH3:27])([CH3:26])[CH3:25])#[CH:23].CCN(C(C)C)C(C)C. Product: [CH3:25][Si:24]([C:22]#[C:23][C:2]1[N:6]2[N:7]=[C:8]([C:11]3[CH:21]=[CH:20][C:14]([C:15]([O:17][CH2:18][CH3:19])=[O:16])=[CH:13][CH:12]=3)[CH:9]=[CH:10][C:5]2=[N:4][CH:3]=1)([CH3:27])[CH3:26]. The catalyst class is: 441. (3) Reactant: Cl[C:2]1[C:11]2[C:6](=[CH:7][C:8]([O:14][CH3:15])=[C:9]([O:12][CH3:13])[CH:10]=2)[N:5]=[CH:4][C:3]=1[C:16]#[N:17].[C:18]([O:22][CH2:23][CH3:24])(=[O:21])[CH2:19][SH:20].C([O-])([O-])=[O:26].[K+].[K+]. Product: [NH2:17][C:16]1[C:3]2[CH:4]=[N:5][C:6]3[CH:7]=[C:8]([O:14][CH3:15])[C:9]([O:12][CH3:13])=[CH:10][C:11]=3[C:2]=2[S:20](=[O:26])[C:19]=1[C:18]([O:22][CH2:23][CH3:24])=[O:21]. The catalyst class is: 21. (4) Reactant: O[CH2:2][C:3]1[CH:12]=[N:11][C:10]2[N:9]3[CH2:13][CH2:14][S:15][CH2:16][C@H:8]3[C:7](=[O:17])[NH:6][C:5]=2[CH:4]=1.[I-].C(C[P+](C)(C)C)#N.C(N(C(C)C)C(C)C)C.[N:35]1([C:41]2[CH:48]=[CH:47][C:44]([C:45]#[N:46])=[CH:43][N:42]=2)[CH2:40][CH2:39][NH:38][CH2:37][CH2:36]1. Product: [O:17]=[C:7]1[NH:6][C:5]2[CH:4]=[C:3]([CH2:2][N:38]3[CH2:39][CH2:40][N:35]([C:41]4[CH:48]=[CH:47][C:44]([C:45]#[N:46])=[CH:43][N:42]=4)[CH2:36][CH2:37]3)[CH:12]=[N:11][C:10]=2[N:9]2[CH2:13][CH2:14][S:15][CH2:16][C@@H:8]12. The catalyst class is: 397. (5) Reactant: [OH:1][CH:2]1[CH2:6][O:5][CH2:4][CH:3]1[O:7][C:8]1[CH:9]=[C:10]([C:21](O)=[O:22])[CH:11]=[C:12]([C:14]2[CH:19]=[CH:18][C:17]([CH3:20])=[CH:16][CH:15]=2)[CH:13]=1.Cl.Cl.[CH3:26][C:27]1[N:32]=[CH:31][C:30]([C@H:33]([NH2:35])[CH3:34])=[CH:29][CH:28]=1.C(N(CC)C(C)C)(C)C. Product: [OH:1][CH:2]1[CH2:6][O:5][CH2:4][CH:3]1[O:7][C:8]1[CH:9]=[C:10]([C:21]([NH:35][C@@H:33]([C:30]2[CH:31]=[N:32][C:27]([CH3:26])=[CH:28][CH:29]=2)[CH3:34])=[O:22])[CH:11]=[C:12]([C:14]2[CH:15]=[CH:16][C:17]([CH3:20])=[CH:18][CH:19]=2)[CH:13]=1. The catalyst class is: 9. (6) Reactant: [CH2:1]([N:7]([CH3:56])[C:8]([C@@H:10]1[CH2:14][C@H:13]([O:15][C:16]2[C:25]3[C:20](=[C:21]([CH3:28])[C:22]([O:26][CH3:27])=[CH:23][CH:24]=3)[N:19]=[C:18]([C:29]3[S:30][CH:31]=[C:32]([C:34]([F:37])([F:36])[F:35])[N:33]=3)[CH:17]=2)[CH2:12][N:11]1[C:38]([NH:40][C@:41]1([C:46](=[O:55])[NH:47][S:48]([C:51]2([CH3:54])[CH2:53][CH2:52]2)(=[O:50])=[O:49])[CH2:43][C@H:42]1[CH:44]=[CH2:45])=[O:39])=[O:9])[CH2:2][CH2:3][CH2:4]C=C. Product: [CH3:27][O:26][C:22]1[C:21]([CH3:28])=[C:20]2[C:25]([C:16]([O:15][C@@H:13]3[CH2:12][N:11]4[C@H:10]([C:8](=[O:9])[N:7]([CH3:56])[CH2:1][CH2:2][CH2:3][CH2:4][CH:45]=[CH:44][C@H:42]5[C@:41]([C:46]([NH:47][S:48]([C:51]6([CH3:54])[CH2:53][CH2:52]6)(=[O:49])=[O:50])=[O:55])([NH:40][C:38]4=[O:39])[CH2:43]5)[CH2:14]3)=[CH:17][C:18]([C:29]3[S:30][CH:31]=[C:32]([C:34]([F:36])([F:37])[F:35])[N:33]=3)=[N:19]2)=[CH:24][CH:23]=1. The catalyst class is: 68.